Dataset: Forward reaction prediction with 1.9M reactions from USPTO patents (1976-2016). Task: Predict the product of the given reaction. Given the reactants [CH:1]([CH:3]1[CH2:8][CH:7]([C:9]2([CH3:14])[CH2:13][CH2:12][CH2:11][CH2:10]2)[CH2:6][CH2:5][C:4]1=O)=O.C(O)(=O)C.N1CCCCC1.[C:26]([CH2:28][C:29]([NH2:31])=[S:30])#[N:27].C(O)(=O)C, predict the reaction product. The product is: [SH:30][C:29]1[C:28]([C:26]#[N:27])=[CH:1][C:3]2[CH2:8][CH:7]([C:9]3([CH3:14])[CH2:13][CH2:12][CH2:11][CH2:10]3)[CH2:6][CH2:5][C:4]=2[N:31]=1.